From a dataset of Catalyst prediction with 721,799 reactions and 888 catalyst types from USPTO. Predict which catalyst facilitates the given reaction. (1) Reactant: P(Cl)(Cl)(Cl)(Cl)Cl.Cl.[Cl:8][C:9]1[CH:33]=[CH:32][C:12]([CH2:13][C:14]2[N:19]=[C:18]([OH:20])[C:17]([NH:21][C:22](=O)[C:23]3[CH:28]=[CH:27][CH:26]=[C:25]([F:29])[CH:24]=3)=[C:16]([OH:31])[N:15]=2)=[CH:11][CH:10]=1.P(Cl)(Cl)(Cl)=O. Product: [Cl:8][C:9]1[CH:10]=[CH:11][C:12]([CH2:13][C:14]2[NH:19][C:18](=[O:20])[C:17]3[N:21]=[C:22]([C:23]4[CH:28]=[CH:27][CH:26]=[C:25]([F:29])[CH:24]=4)[O:31][C:16]=3[N:15]=2)=[CH:32][CH:33]=1. The catalyst class is: 22. (2) Reactant: [CH3:1][C:2]1[CH:7]=[CH:6][CH:5]=[C:4]([CH3:8])[C:3]=1[NH:9][C:10]([CH2:12][N:13]1[CH2:18][CH2:17][NH:16][CH2:15][CH2:14]1)=[O:11].[CH3:19][O:20][C:21]1[CH:31]=[CH:30][CH:29]=[CH:28][C:22]=1[O:23][CH2:24][CH:25]1[O:27][CH2:26]1. Product: [CH3:8][C:4]1[C:3]([NH:9][C:10]([CH2:12][N:13]2[CH2:14][CH2:15][N:16]([CH2:26][CH:25]([OH:27])[CH2:24][O:23][C:22]3[CH:28]=[CH:29][CH:30]=[CH:31][C:21]=3[O:20][CH3:19])[CH2:17][CH2:18]2)=[O:11])=[C:2]([CH3:1])[CH:7]=[CH:6][CH:5]=1. The catalyst class is: 5.